Task: Regression. Given a peptide amino acid sequence and an MHC pseudo amino acid sequence, predict their binding affinity value. This is MHC class I binding data.. Dataset: Peptide-MHC class I binding affinity with 185,985 pairs from IEDB/IMGT (1) The peptide sequence is KHDFIDNPL. The MHC is HLA-B57:01 with pseudo-sequence HLA-B57:01. The binding affinity (normalized) is 0.0847. (2) The peptide sequence is SSECQGEML. The MHC is HLA-A03:01 with pseudo-sequence HLA-A03:01. The binding affinity (normalized) is 0.0847. (3) The MHC is HLA-A02:02 with pseudo-sequence HLA-A02:02. The peptide sequence is NLWNGIVPT. The binding affinity (normalized) is 0.112. (4) The peptide sequence is HPGAGKTKRY. The MHC is HLA-B53:01 with pseudo-sequence HLA-B53:01. The binding affinity (normalized) is 0.0834.